Task: Predict the reaction yield, written as a fraction of the theoretical maximum amount of product (1.0 means a 100% yield; for example, 0.34 means a 34% yield).. Dataset: Reaction yield outcomes from USPTO patents with 853,638 reactions (1) The yield is 0.870. The product is [CH3:13][O:12][C:7]1[CH:8]=[C:9]2[C:4](=[CH:5][CH:6]=1)[CH:3]=[C:2]([B:18]([OH:21])[OH:19])[CH:11]=[CH:10]2. The reactants are Br[C:2]1[CH:3]=[C:4]2[C:9](=[CH:10][CH:11]=1)[CH:8]=[C:7]([OH:12])[CH:6]=[CH:5]2.[CH2:13]([Li])CCC.[B:18](OC)([O:21]C)[O:19]C. No catalyst specified. (2) The reactants are [Cl:1][C:2]1[CH:7]=[CH:6][C:5]([C:8]2[N:12](COC)[C:11]3[C:16]([CH:23]=[O:24])=[C:17]([C:19]([O:21][CH3:22])=[O:20])[S:18][C:10]=3[C:9]=2[CH:25]2[CH2:30][CH2:29][CH2:28][CH2:27][CH2:26]2)=[CH:4][CH:3]=1.CCOC(C)=O. The catalyst is O1CCOCC1. The product is [Cl:1][C:2]1[CH:3]=[CH:4][C:5]([C:8]2[NH:12][C:11]3[C:16]([CH:23]=[O:24])=[C:17]([C:19]([O:21][CH3:22])=[O:20])[S:18][C:10]=3[C:9]=2[CH:25]2[CH2:30][CH2:29][CH2:28][CH2:27][CH2:26]2)=[CH:6][CH:7]=1. The yield is 0.700. (3) The reactants are C[O:2][C:3](=[O:34])[C@@H:4]([CH2:27][CH:28]1[CH2:33][CH2:32][CH2:31][CH2:30][CH2:29]1)[CH2:5][CH2:6][NH:7][C@@H:8]1[C@@H:17]([O:18][CH3:19])[CH2:16][C:15]2[C:10](=[CH:11][C:12]([C:20](=[O:22])[NH2:21])=[CH:13][CH:14]=2)[C:9]1([CH2:25][CH3:26])[CH2:23][CH3:24].[OH-].[Na+]. The catalyst is CO. The product is [C:20]([C:12]1[CH:11]=[C:10]2[C:15]([CH2:16][C@H:17]([O:18][CH3:19])[C@@H:8]([NH:7][CH2:6][CH2:5][C@H:4]([CH2:27][CH:28]3[CH2:29][CH2:30][CH2:31][CH2:32][CH2:33]3)[C:3]([OH:34])=[O:2])[C:9]2([CH2:23][CH3:24])[CH2:25][CH3:26])=[CH:14][CH:13]=1)(=[O:22])[NH2:21]. The yield is 0.982.